From a dataset of Reaction yield outcomes from USPTO patents with 853,638 reactions. Predict the reaction yield, written as a fraction of the theoretical maximum amount of product (1.0 means a 100% yield; for example, 0.34 means a 34% yield). (1) The reactants are [N:1]1[C:10]2[C:5](=[CH:6][CH:7]=[CH:8][CH:9]=2)[CH:4]=[C:3]([NH:11][C:12](=[O:18])[O:13][C:14]([CH3:17])([CH3:16])[CH3:15])[CH:2]=1.C(O)(=O)C. The catalyst is CO. The product is [NH:1]1[C:10]2[C:5](=[CH:6][CH:7]=[CH:8][CH:9]=2)[CH2:4][CH:3]([NH:11][C:12](=[O:18])[O:13][C:14]([CH3:16])([CH3:15])[CH3:17])[CH2:2]1. The yield is 0.750. (2) The reactants are [NH2:1][C:2]1[CH:3]=[N:4][C:5]([S:8]([CH3:11])(=[O:10])=[O:9])=[CH:6][CH:7]=1.[N:12]([O-])=O.[Na+].O.O.[Sn](Cl)Cl.[OH-].[Na+]. The catalyst is Cl.O.O1CCCC1. The product is [NH:1]([C:2]1[CH:7]=[CH:6][C:5]([S:8]([CH3:11])(=[O:10])=[O:9])=[N:4][CH:3]=1)[NH2:12]. The yield is 0.788. (3) The reactants are [NH2:1][C:2]1[N:7]=[CH:6][N:5]=[C:4]2[N:8]([CH:12]([C:14]3[O:15][C:16]4[C:21]([C:22](=[O:31])[C:23]=3[C:24]3[CH:29]=[CH:28][CH:27]=[C:26]([F:30])[CH:25]=3)=[CH:20][CH:19]=[CH:18][CH:17]=4)[CH3:13])[N:9]=[C:10](I)[C:3]=12.[NH:32]1[C:40]2[C:35](=[CH:36][CH:37]=[C:38](B3OC(C)(C)C(C)(C)O3)[CH:39]=2)[CH:34]=[CH:33]1.C(=O)([O-])[O-].[Na+].[Na+].ClCCl. The catalyst is CN(C=O)C.C(O)C.O. The product is [NH2:1][C:2]1[N:7]=[CH:6][N:5]=[C:4]2[N:8]([CH:12]([C:14]3[O:15][C:16]4[C:21]([C:22](=[O:31])[C:23]=3[C:24]3[CH:29]=[CH:28][CH:27]=[C:26]([F:30])[CH:25]=3)=[CH:20][CH:19]=[CH:18][CH:17]=4)[CH3:13])[N:9]=[C:10]([C:38]3[CH:39]=[C:40]4[C:35]([CH:34]=[CH:33][NH:32]4)=[CH:36][CH:37]=3)[C:3]=12. The yield is 0.150. (4) The reactants are [ClH:1].O1CCOCC1.[Cl:8]C1C=CC([C@@H:15]([C@H]2N(C(OC(C)(C)C)=O)C(C)(C)CC2)[C:16]([N:18]2[CH2:23][CH2:22][N:21]([C:24]3[C:25]4[C@H:32]([CH3:33])[CH2:31][C@@H:30]([OH:34])[C:26]=4[N:27]=[CH:28][N:29]=3)[CH2:20][CH2:19]2)=[O:17])=C(F)C=1. The catalyst is C(Cl)Cl. The product is [ClH:8].[ClH:1].[OH:34][C@H:30]1[C:26]2[N:27]=[CH:28][N:29]=[C:24]([N:21]3[CH2:22][CH2:23][N:18]([C:16](=[O:17])[CH3:15])[CH2:19][CH2:20]3)[C:25]=2[C@H:32]([CH3:33])[CH2:31]1. The yield is 0.847. (5) The reactants are [N:1]1[CH:6]=[CH:5][C:4]([NH:7][S:8]([C:11]2[C:16]([Cl:17])=[CH:15][CH:14]=[C:13]([N+:18]([O-:20])=[O:19])[C:12]=2Cl)(=[O:10])=[O:9])=[CH:3][CH:2]=1.[H-].[Na+].[OH2:24]. No catalyst specified. The product is [N:1]1[CH:6]=[CH:5][C:4]([NH:7][S:8]([C:11]2[C:16]([Cl:17])=[CH:15][CH:14]=[C:13]([N+:18]([O-:20])=[O:19])[C:12]=2[OH:24])(=[O:10])=[O:9])=[CH:3][CH:2]=1. The yield is 0.330.